From a dataset of Catalyst prediction with 721,799 reactions and 888 catalyst types from USPTO. Predict which catalyst facilitates the given reaction. (1) Reactant: [CH3:1][S-:2].[Na+].O1CCCC1.[CH:9]([O:12][N:13]=[C:14]([N:26]1[CH:30]=[N:29][CH:28]=[N:27]1)[C:15](=[N:21][O:22][CH:23]([CH3:25])[CH3:24])N1C=NC=N1)([CH3:11])[CH3:10]. Product: [CH3:1][S:2][C:15](=[N:21][O:22][CH:23]([CH3:25])[CH3:24])[C:14]([N:26]1[CH:30]=[N:29][CH:28]=[N:27]1)=[N:13][O:12][CH:9]([CH3:11])[CH3:10]. The catalyst class is: 6. (2) Product: [S:18]([NH:10][C:7]1[CH:8]=[CH:9][C:4]([N+:1]([O-:3])=[O:2])=[CH:5][C:6]=1[NH:11][S:18]([C:15]1[CH:16]=[CH:17][C:12]([CH3:22])=[CH:13][CH:14]=1)(=[O:20])=[O:19])([C:15]1[CH:16]=[CH:17][C:12]([CH3:22])=[CH:13][CH:14]=1)(=[O:20])=[O:19]. The catalyst class is: 17. Reactant: [N+:1]([C:4]1[CH:9]=[CH:8][C:7]([NH2:10])=[C:6]([NH2:11])[CH:5]=1)([O-:3])=[O:2].[C:12]1([CH3:22])[CH:17]=[CH:16][C:15]([S:18](Cl)(=[O:20])=[O:19])=[CH:14][CH:13]=1. (3) Reactant: [NH2:1][C:2]1[CH:7]=[CH:6][CH:5]=[C:4]([CH3:8])[CH:3]=1.Br[CH2:10][CH2:11][CH2:12][CH2:13][CH2:14][CH2:15][CH2:16][CH2:17][CH2:18][CH3:19].C(=O)(O)[O-].[Na+].C(O[C:29](=O)[CH3:30])(=O)C. Product: [CH2:10]([N:1]([CH2:10][CH2:11][CH2:12][CH2:13][CH2:14][CH2:15][CH2:16][CH2:17][CH2:29][CH3:30])[C:2]1[CH:7]=[CH:6][CH:5]=[C:4]([CH3:8])[CH:3]=1)[CH2:11][CH2:12][CH2:13][CH2:14][CH2:15][CH2:16][CH2:17][CH2:18][CH3:19]. The catalyst class is: 60. (4) The catalyst class is: 9. Product: [C:3]([O:7][C:8](=[O:23])[NH:9][C@H:10]1[C:16](=[O:17])[N:15]([CH:25]([CH3:27])[CH3:26])[C:14]2[CH:18]=[CH:19][C:20]([Cl:22])=[CH:21][C:13]=2[O:12][CH2:11]1)([CH3:6])([CH3:4])[CH3:5]. Reactant: [H-].[Na+].[C:3]([O:7][C:8](=[O:23])[NH:9][C@H:10]1[C:16](=[O:17])[NH:15][C:14]2[CH:18]=[CH:19][C:20]([Cl:22])=[CH:21][C:13]=2[O:12][CH2:11]1)([CH3:6])([CH3:5])[CH3:4].I[CH:25]([CH3:27])[CH3:26].O. (5) Reactant: [CH3:1][O:2][C:3]([C:5]12[CH2:11][C:9]([C:12]([O:14]C)=[O:13])([CH2:10]1)[CH2:8][CH2:7][CH2:6]2)=[O:4]. Product: [CH3:1][O:2][C:3]([C:5]12[CH2:11][C:9]([C:12]([OH:14])=[O:13])([CH2:10]1)[CH2:8][CH2:7][CH2:6]2)=[O:4]. The catalyst class is: 5. (6) Reactant: [OH:1][C:2]1[CH:3]=[C:4]([C:8](=O)[CH3:9])[CH:5]=[CH:6][CH:7]=1.[CH2:11]([NH2:14])[CH2:12][NH2:13].[BH4-].[Na+].Cl. Product: [OH:1][C:2]1[CH:3]=[C:4]([CH:8]([NH:13][CH2:12][CH2:11][NH2:14])[CH3:9])[CH:5]=[CH:6][CH:7]=1. The catalyst class is: 5. (7) The catalyst class is: 9. Reactant: [CH:1]1([S:4]([NH2:7])(=[O:6])=[O:5])[CH2:3][CH2:2]1.[H-].[Na+].[Cl:10][C:11]1[CH:12]=[C:13]2[C:18](=[C:19]([C:21](O)=[O:22])[CH:20]=1)[NH:17][CH:16]([C:24]1[CH:29]=[CH:28][CH:27]=[C:26]([NH:30][C:31]([C:33]3[CH:38]=[N:37][CH:36]=[CH:35][N:34]=3)=[O:32])[CH:25]=1)[C:15]([CH3:40])([CH3:39])[CH2:14]2.C(N1C=CN=C1)(N1C=CN=C1)=O. Product: [Cl:10][C:11]1[CH:12]=[C:13]2[C:18](=[C:19]([C:21]([NH:7][S:4]([CH:1]3[CH2:3][CH2:2]3)(=[O:6])=[O:5])=[O:22])[CH:20]=1)[NH:17][CH:16]([C:24]1[CH:25]=[C:26]([NH:30][C:31]([C:33]3[CH:38]=[N:37][CH:36]=[CH:35][N:34]=3)=[O:32])[CH:27]=[CH:28][CH:29]=1)[C:15]([CH3:40])([CH3:39])[CH2:14]2.